This data is from Reaction yield outcomes from USPTO patents with 853,638 reactions. The task is: Predict the reaction yield, written as a fraction of the theoretical maximum amount of product (1.0 means a 100% yield; for example, 0.34 means a 34% yield). (1) The reactants are N([O-])=O.[Na+].N[C:6]1[CH:14]=[C:13]2[C:9]([CH2:10][O:11][C:12]2=[O:15])=[CH:8][CH:7]=1.[BrH:16]. The catalyst is O. The product is [Br:16][C:6]1[CH:14]=[C:13]2[C:9]([CH2:10][O:11][C:12]2=[O:15])=[CH:8][CH:7]=1. The yield is 0.840. (2) The reactants are [Li+].CC([N-]C(C)C)C.[F:9][C:10]1[CH:15]=[CH:14][C:13]([C:16]2[CH:21]=[C:20]([CH3:22])[CH:19]=[C:18]([C:23]3[CH:28]=[CH:27][C:26]([C:29]([F:32])([F:31])[F:30])=[CH:25][CH:24]=3)[N:17]=2)=[CH:12][CH:11]=1.[C:33](=O)([O:36]C)[O:34][CH3:35]. No catalyst specified. The product is [CH3:35][O:34][C:33](=[O:36])[CH2:22][C:20]1[CH:19]=[C:18]([C:23]2[CH:28]=[CH:27][C:26]([C:29]([F:32])([F:30])[F:31])=[CH:25][CH:24]=2)[N:17]=[C:16]([C:13]2[CH:12]=[CH:11][C:10]([F:9])=[CH:15][CH:14]=2)[CH:21]=1. The yield is 0.420. (3) The reactants are [N:1]([CH2:4][C:5]1[CH:6]=[C:7]([C:22]2[S:26][C:25]([C@@:27]3([OH:39])[CH2:32][CH2:31][C@H:30]([C:33]([O:35][CH3:36])=[O:34])[C:29]([CH3:38])([CH3:37])[CH2:28]3)=[N:24][CH:23]=2)[CH:8]=[C:9]([NH:11][C:12]2[N:17]=[C:16]([C:18]([F:21])([F:20])[F:19])[CH:15]=[CH:14][N:13]=2)[CH:10]=1)=[N+]=[N-].C1(P(C2C=CC=CC=2)C2C=CC=CC=2)C=CC=CC=1. The catalyst is O. The product is [NH2:1][CH2:4][C:5]1[CH:6]=[C:7]([C:22]2[S:26][C:25]([C@@:27]3([OH:39])[CH2:32][CH2:31][C@H:30]([C:33]([O:35][CH3:36])=[O:34])[C:29]([CH3:37])([CH3:38])[CH2:28]3)=[N:24][CH:23]=2)[CH:8]=[C:9]([NH:11][C:12]2[N:17]=[C:16]([C:18]([F:20])([F:21])[F:19])[CH:15]=[CH:14][N:13]=2)[CH:10]=1. The yield is 0.250. (4) The reactants are [Cl:1][C:2]1[CH:3]=[C:4]([CH:12]([CH2:32][CH:33]2[CH2:38][CH2:37][O:36][CH2:35][CH2:34]2)[C:13](=O)[CH2:14][CH2:15][C:16]([C:18]2[S:19][C:20]([CH2:23][O:24]C3CCCCO3)=[CH:21][N:22]=2)=O)[CH:5]=[CH:6][C:7]=1[S:8]([CH3:11])(=[O:10])=[O:9].C([O-])(=O)C.[NH4+:43].C(=O)([O-])O.[Na+]. The catalyst is C(O)(=O)C.C(OCC)(=O)C. The product is [Cl:1][C:2]1[CH:3]=[C:4]([CH:12]([C:13]2[NH:43][C:16]([C:18]3[S:19][C:20]([CH2:23][OH:24])=[CH:21][N:22]=3)=[CH:15][CH:14]=2)[CH2:32][CH:33]2[CH2:34][CH2:35][O:36][CH2:37][CH2:38]2)[CH:5]=[CH:6][C:7]=1[S:8]([CH3:11])(=[O:10])=[O:9]. The yield is 0.390. (5) The reactants are [CH2:1]([NH2:13])[CH2:2][CH2:3][CH2:4][CH2:5][CH2:6][CH2:7][CH2:8][CH2:9][CH2:10][CH2:11][CH3:12].C([O-])([O-])=O.[Na+].[Na+].Br[CH2:21][CH2:22][CH2:23][CH2:24][CH2:25][CH2:26][CH2:27][CH2:28][CH2:29][CH2:30][CH2:31][CH2:32][CH2:33][CH3:34]. The catalyst is [I-].C([N+](CCCC)(CCCC)CCCC)CCC.CN(C=O)C.O1CCOCC1. The product is [CH2:1]([NH:13][CH2:34][CH2:33][CH2:32][CH2:31][CH2:30][CH2:29][CH2:28][CH2:27][CH2:26][CH2:25][CH2:24][CH2:23][CH2:22][CH3:21])[CH2:2][CH2:3][CH2:4][CH2:5][CH2:6][CH2:7][CH2:8][CH2:9][CH2:10][CH2:11][CH3:12]. The yield is 0.350. (6) The reactants are C([O:3][C:4](=O)[CH2:5][C:6]([C:9]1[N:10]([CH2:21][CH2:22][OH:23])[C:11]2[C:16]([CH:17]=1)=[CH:15][C:14]([N+:18]([O-:20])=[O:19])=[CH:13][CH:12]=2)([CH3:8])[CH3:7])C.CC(C[AlH]CC(C)C)C.O. The catalyst is C1COCC1. The product is [OH:23][CH2:22][CH2:21][N:10]1[C:11]2[C:16](=[CH:15][C:14]([N+:18]([O-:20])=[O:19])=[CH:13][CH:12]=2)[CH:17]=[C:9]1[C:6]([CH3:8])([CH3:7])[CH2:5][CH2:4][OH:3]. The yield is 0.490. (7) The reactants are [C:1]([OH:6])(=[O:5])[C:2]([CH3:4])=[CH2:3].[CH2:7]([O:10][CH2:11][CH2:12]O)[CH:8]=[CH2:9].C1(C)C=CC=CC=1. The catalyst is C1(C)C=CC(S(O)(=O)=O)=CC=1.O. The product is [C:1]([O:6][CH2:12][CH2:11][O:10][CH2:7][CH:8]=[CH2:9])(=[O:5])[C:2]([CH3:4])=[CH2:3]. The yield is 0.730.